Dataset: NCI-60 drug combinations with 297,098 pairs across 59 cell lines. Task: Regression. Given two drug SMILES strings and cell line genomic features, predict the synergy score measuring deviation from expected non-interaction effect. (1) Drug 2: B(C(CC(C)C)NC(=O)C(CC1=CC=CC=C1)NC(=O)C2=NC=CN=C2)(O)O. Cell line: MCF7. Drug 1: CC1=C(C=C(C=C1)NC2=NC=CC(=N2)N(C)C3=CC4=NN(C(=C4C=C3)C)C)S(=O)(=O)N.Cl. Synergy scores: CSS=-0.0580, Synergy_ZIP=9.94, Synergy_Bliss=2.11, Synergy_Loewe=-1.89, Synergy_HSA=-0.827. (2) Drug 1: CC1=C(C=C(C=C1)C(=O)NC2=CC(=CC(=C2)C(F)(F)F)N3C=C(N=C3)C)NC4=NC=CC(=N4)C5=CN=CC=C5. Drug 2: C1CN(P(=O)(OC1)NCCCl)CCCl. Cell line: SF-268. Synergy scores: CSS=3.88, Synergy_ZIP=-1.66, Synergy_Bliss=-0.620, Synergy_Loewe=1.57, Synergy_HSA=-1.18. (3) Drug 1: CC12CCC3C(C1CCC2=O)CC(=C)C4=CC(=O)C=CC34C. Drug 2: CCC1(CC2CC(C3=C(CCN(C2)C1)C4=CC=CC=C4N3)(C5=C(C=C6C(=C5)C78CCN9C7C(C=CC9)(C(C(C8N6C)(C(=O)OC)O)OC(=O)C)CC)OC)C(=O)OC)O.OS(=O)(=O)O. Cell line: NCI-H522. Synergy scores: CSS=38.6, Synergy_ZIP=-0.489, Synergy_Bliss=-1.53, Synergy_Loewe=-10.2, Synergy_HSA=0.985. (4) Drug 1: CC1=C2C(C(=O)C3(C(CC4C(C3C(C(C2(C)C)(CC1OC(=O)C(C(C5=CC=CC=C5)NC(=O)C6=CC=CC=C6)O)O)OC(=O)C7=CC=CC=C7)(CO4)OC(=O)C)O)C)OC(=O)C. Drug 2: CNC(=O)C1=NC=CC(=C1)OC2=CC=C(C=C2)NC(=O)NC3=CC(=C(C=C3)Cl)C(F)(F)F. Cell line: EKVX. Synergy scores: CSS=8.18, Synergy_ZIP=-1.06, Synergy_Bliss=1.79, Synergy_Loewe=9.63, Synergy_HSA=2.98. (5) Drug 2: CC1=C(C(=CC=C1)Cl)NC(=O)C2=CN=C(S2)NC3=CC(=NC(=N3)C)N4CCN(CC4)CCO. Synergy scores: CSS=32.8, Synergy_ZIP=-2.16, Synergy_Bliss=2.24, Synergy_Loewe=-18.8, Synergy_HSA=4.68. Drug 1: CCCS(=O)(=O)NC1=C(C(=C(C=C1)F)C(=O)C2=CNC3=C2C=C(C=N3)C4=CC=C(C=C4)Cl)F. Cell line: RXF 393. (6) Drug 1: C1CCC(CC1)NC(=O)N(CCCl)N=O. Drug 2: COCCOC1=C(C=C2C(=C1)C(=NC=N2)NC3=CC=CC(=C3)C#C)OCCOC.Cl. Cell line: HCT-15. Synergy scores: CSS=20.0, Synergy_ZIP=3.62, Synergy_Bliss=7.39, Synergy_Loewe=5.44, Synergy_HSA=5.96. (7) Drug 1: CC1=C(C(=O)C2=C(C1=O)N3CC4C(C3(C2COC(=O)N)OC)N4)N. Drug 2: C1C(C(OC1N2C=NC(=NC2=O)N)CO)O. Cell line: SNB-19. Synergy scores: CSS=50.1, Synergy_ZIP=1.63, Synergy_Bliss=0.799, Synergy_Loewe=-6.47, Synergy_HSA=4.02.